Dataset: Catalyst prediction with 721,799 reactions and 888 catalyst types from USPTO. Task: Predict which catalyst facilitates the given reaction. (1) Reactant: Br[C:2]1[CH:19]=[CH:18][C:17]2[C:16]3[C:11](=[CH:12][CH:13]=[CH:14][CH:15]=3)[C:10]3[C:5](=[CH:6][CH:7]=[CH:8][CH:9]=3)[C:4]=2[CH:3]=1.C([Li:24])CCC.CCCCCC. Product: [C:3]1([Li:24])[C:4]2[C:5]3[C:10](=[CH:9][CH:8]=[CH:7][CH:6]=3)[C:11]3[C:16](=[CH:15][CH:14]=[CH:13][CH:12]=3)[C:17]=2[CH:18]=[CH:19][CH:2]=1. The catalyst class is: 28. (2) Product: [ClH:12].[Cl:12][C:11]1[CH:7]=[C:3]([C:4]([NH2:6])=[O:5])[C:1](=[NH:2])[N:16]([CH2:17][C:18]2[CH:23]=[C:22]([Cl:24])[CH:21]=[CH:20][C:19]=2[S:25](=[O:27])(=[O:26])[N:28]([CH3:29])[CH3:30])[CH:10]=1. Reactant: [C:1]([CH:3]([CH:7]1[C:11]([Cl:12])=[C:10](Cl)C(=O)O1)[C:4]([NH2:6])=[O:5])#[N:2].Cl.[NH2:16][CH2:17][C:18]1[CH:23]=[C:22]([Cl:24])[CH:21]=[CH:20][C:19]=1[S:25]([N:28]([CH3:30])[CH3:29])(=[O:27])=[O:26].C(N(CC)CC)C. The catalyst class is: 5. (3) Reactant: [CH2:1]([C@@H:8]1[C@H:14]([N:15](CC2C=CC=CC=2)CC2C=CC=CC=2)[C:13](=[O:30])[NH:12][C:11]2[CH:31]=[C:32]([F:35])[CH:33]=[CH:34][C:10]=2[O:9]1)[C:2]1[CH:7]=[CH:6][CH:5]=[CH:4][CH:3]=1. Product: [NH2:15][C@@H:14]1[C:13](=[O:30])[NH:12][C:11]2[CH:31]=[C:32]([F:35])[CH:33]=[CH:34][C:10]=2[O:9][C@@H:8]1[CH2:1][C:2]1[CH:3]=[CH:4][CH:5]=[CH:6][CH:7]=1. The catalyst class is: 19. (4) Reactant: O1CCCC1.[F:6][C:7]1[CH:8]=[C:9]([CH2:22][C:23](Cl)=[N:24][OH:25])[CH:10]=[CH:11][C:12]=1[O:13][CH2:14][C:15]1[CH:20]=[CH:19][C:18]([F:21])=[CH:17][N:16]=1.[C:27]([C:29]1[C:30]([NH2:35])=[N:31][CH:32]=[CH:33][CH:34]=1)#[CH:28]. Product: [F:6][C:7]1[CH:8]=[C:9]([CH:10]=[CH:11][C:12]=1[O:13][CH2:14][C:15]1[CH:20]=[CH:19][C:18]([F:21])=[CH:17][N:16]=1)[CH2:22][C:23]1[CH:28]=[C:27]([C:29]2[C:30]([NH2:35])=[N:31][CH:32]=[CH:33][CH:34]=2)[O:25][N:24]=1. The catalyst class is: 6. (5) The catalyst class is: 53. Reactant: [CH3:1][C:2]1[CH:7]=[CH:6][CH:5]=[CH:4][C:3]=1[S:8]([Cl:11])(=[O:10])=[O:9].[Br:12]N1C(=O)CCC1=O. Product: [Br:12][CH2:1][C:2]1[CH:7]=[CH:6][CH:5]=[CH:4][C:3]=1[S:8]([Cl:11])(=[O:9])=[O:10]. (6) Reactant: [Cl:1][C:2]1[CH:21]=[C:20]([Cl:22])[CH:19]=[CH:18][C:3]=1[CH2:4][N:5]1[C:9]([CH2:10][CH2:11][C:12]([O:14][CH2:15][CH3:16])=[O:13])=[CH:8][C:7]([OH:17])=[N:6]1.[CH3:23][O:24][CH2:25][CH2:26]O.C(P(CCCC)CCCC)CCC.N(C(N1CCCCC1)=O)=NC(N1CCCCC1)=O. Product: [Cl:1][C:2]1[CH:21]=[C:20]([Cl:22])[CH:19]=[CH:18][C:3]=1[CH2:4][N:5]1[C:9]([CH2:10][CH2:11][C:12]([O:14][CH2:15][CH3:16])=[O:13])=[CH:8][C:7]([O:17][CH2:26][CH2:25][O:24][CH3:23])=[N:6]1. The catalyst class is: 7.